From a dataset of Catalyst prediction with 721,799 reactions and 888 catalyst types from USPTO. Predict which catalyst facilitates the given reaction. (1) Reactant: [CH3:1][C:2]1[CH:6]=[C:5]([NH2:7])[O:4][N:3]=1.C1N=CN([C:13](N2C=NC=C2)=[O:14])C=1.C[O:21][C:22](=[O:73])[C@@H:23]([NH:40][C:41]([C@@H:43]1[CH2:52][C:51]2[CH:50]=[C:49]3[O:53][CH2:54][C@H:55]([C:57]4[CH:62]=[CH:61][C:60]([O:63][CH2:64][C:65]5[CH:70]=[CH:69][C:68]([Cl:71])=[C:67]([Cl:72])[CH:66]=5)=[CH:59][CH:58]=4)[O:56][C:48]3=[CH:47][C:46]=2[CH2:45][NH:44]1)=[O:42])[CH2:24][C:25]1[CH:30]=[CH:29][C:28]([O:31][C:32]2[CH:37]=[CH:36][N:35]=[C:34]([CH3:38])[C:33]=2[CH3:39])=[CH:27][CH:26]=1. Product: [Cl:72][C:67]1[CH:66]=[C:65]([CH:70]=[CH:69][C:68]=1[Cl:71])[CH2:64][O:63][C:60]1[CH:61]=[CH:62][C:57]([C@H:55]2[CH2:54][O:53][C:49]3=[CH:50][C:51]4[CH2:52][C@@H:43]([C:41]([NH:40][C@@H:23]([CH2:24][C:25]5[CH:26]=[CH:27][C:28]([O:31][C:32]6[CH:37]=[CH:36][N:35]=[C:34]([CH3:38])[C:33]=6[CH3:39])=[CH:29][CH:30]=5)[C:22]([OH:21])=[O:73])=[O:42])[N:44]([C:13](=[O:14])[NH:7][C:5]5[O:4][N:3]=[C:2]([CH3:1])[CH:6]=5)[CH2:45][C:46]=4[CH:47]=[C:48]3[O:56]2)=[CH:58][CH:59]=1. The catalyst class is: 864. (2) Reactant: [CH2:1]([S:3]([C:6]1[CH:7]=[CH:8][C:9]([N:15]2[CH2:20][CH2:19][CH2:18][CH2:17][CH2:16]2)=[C:10]([CH:14]=1)[C:11]([OH:13])=O)(=[O:5])=[O:4])[CH3:2].[Cl:21][C:22]1[CH:23]=[C:24]([N:29]2[CH2:34][CH2:33][NH:32][CH2:31][CH2:30]2)[CH:25]=[CH:26][C:27]=1[Cl:28].CCN=C=NCCCN(C)C.C1C=CC2N(O)N=NC=2C=1. Product: [Cl:21][C:22]1[CH:23]=[C:24]([N:29]2[CH2:34][CH2:33][N:32]([C:11]([C:10]3[CH:14]=[C:6]([S:3]([CH2:1][CH3:2])(=[O:4])=[O:5])[CH:7]=[CH:8][C:9]=3[N:15]3[CH2:20][CH2:19][CH2:18][CH2:17][CH2:16]3)=[O:13])[CH2:31][CH2:30]2)[CH:25]=[CH:26][C:27]=1[Cl:28]. The catalyst class is: 2. (3) Reactant: [F:1][C:2]([F:17])([F:16])[C:3]1[C:8]2[S:9][C:10]([C:12]([O:14]C)=[O:13])=[CH:11][C:7]=2[CH:6]=[CH:5][CH:4]=1.O.[OH-].[Li+].O. Product: [F:16][C:2]([F:1])([F:17])[C:3]1[C:8]2[S:9][C:10]([C:12]([OH:14])=[O:13])=[CH:11][C:7]=2[CH:6]=[CH:5][CH:4]=1. The catalyst class is: 5. (4) Reactant: [N:1]1([C:7]2[N:12]=[C:11]([C:13]3[CH:18]=[CH:17][C:16]([NH2:19])=[CH:15][CH:14]=3)[N:10]=[C:9]3[N:20]([CH:23]4[CH2:28][CH2:27][N:26]([CH2:29][C:30]5[CH:31]=[N:32][CH:33]=[CH:34][CH:35]=5)[CH2:25][CH2:24]4)[N:21]=[CH:22][C:8]=23)[CH2:6][CH2:5][O:4][CH2:3][CH2:2]1.[S:36]1[CH:40]=[CH:39][C:38]([N:41]=[C:42]=[O:43])=[CH:37]1. Product: [N:1]1([C:7]2[N:12]=[C:11]([C:13]3[CH:18]=[CH:17][C:16]([NH:19][C:42]([NH:41][C:38]4[CH:39]=[CH:40][S:36][CH:37]=4)=[O:43])=[CH:15][CH:14]=3)[N:10]=[C:9]3[N:20]([CH:23]4[CH2:28][CH2:27][N:26]([CH2:29][C:30]5[CH:31]=[N:32][CH:33]=[CH:34][CH:35]=5)[CH2:25][CH2:24]4)[N:21]=[CH:22][C:8]=23)[CH2:2][CH2:3][O:4][CH2:5][CH2:6]1. The catalyst class is: 2.